From a dataset of Full USPTO retrosynthesis dataset with 1.9M reactions from patents (1976-2016). Predict the reactants needed to synthesize the given product. (1) Given the product [CH3:8][S:9]([C:12]1[CH:13]=[CH:14][C:15]([C@@H:18]([CH2:22][CH:23]2[CH2:28][CH2:27][O:26][CH2:25][CH2:24]2)[C:19]([OH:21])=[O:20])=[CH:16][CH:17]=1)(=[O:11])=[O:10], predict the reactants needed to synthesize it. The reactants are: CCN(CC)CC.[CH3:8][S:9]([C:12]1[CH:17]=[CH:16][C:15]([CH:18]([CH2:22][CH:23]2[CH2:28][CH2:27][O:26][CH2:25][CH2:24]2)[C:19]([OH:21])=[O:20])=[CH:14][CH:13]=1)(=[O:11])=[O:10].C(Cl)(=O)C(C)(C)C.[Li]CCCC.C([C@@H]1COC(=O)N1)C1C=CC=CC=1.C([C@@H]1COC(=O)N1C(=O)[C@@H](C1C=CC(S(C)(=O)=O)=CC=1)CC1CCOCC1)C1C=CC=CC=1.C([C@@H]1COC(=O)N1C(=O)[C@H](C1C=CC(S(C)(=O)=O)=CC=1)CC1CCOCC1)C1C=CC=CC=1.[Li+].[OH-].OO. (2) Given the product [CH:42]1([CH2:41][C:11]([O:17][C:18]2[CH:40]=[CH:39][C:21]3[C:22]4[N:26]([CH2:27][CH2:28][O:29][C:20]=3[CH:19]=2)[CH:25]=[C:24]([C:30]2[N:31]([CH:36]([CH3:38])[CH3:37])[N:32]=[C:33]([CH3:35])[N:34]=2)[N:23]=4)([CH2:10][OH:9])[CH2:12][OH:13])[CH2:44][CH2:43]1, predict the reactants needed to synthesize it. The reactants are: [H-].[H-].[H-].[H-].[Li+].[Al+3].C([O:9][C:10](=O)[C:11]([CH2:41][CH:42]1[CH2:44][CH2:43]1)([O:17][C:18]1[CH:40]=[CH:39][C:21]2[C:22]3[N:26]([CH2:27][CH2:28][O:29][C:20]=2[CH:19]=1)[CH:25]=[C:24]([C:30]1[N:31]([CH:36]([CH3:38])[CH3:37])[N:32]=[C:33]([CH3:35])[N:34]=1)[N:23]=3)[C:12](OCC)=[O:13])C.CCOC(C)=O.[C@H](O)(C([O-])=O)[C@@H](O)C([O-])=O.[Na+].[K+]. (3) The reactants are: [C:1]([C:3]1[CH:12]=[CH:11][C:10]2[C:5](=[CH:6][C:7]([C:15]3[N:20]=[N:19][C:18]([N:21]4[CH2:26][CH2:25][N:24](C(OC(C)(C)C)=O)[CH2:23][CH2:22]4)=[CH:17][CH:16]=3)=[C:8]([O:13]C)[CH:9]=2)[N:4]=1)#[N:2].O.Cl. Given the product [OH:13][C:8]1[CH:9]=[C:10]2[C:5](=[CH:6][C:7]=1[C:15]1[N:20]=[N:19][C:18]([N:21]3[CH2:26][CH2:25][NH:24][CH2:23][CH2:22]3)=[CH:17][CH:16]=1)[N:4]=[C:3]([C:1]#[N:2])[CH:12]=[CH:11]2, predict the reactants needed to synthesize it. (4) The reactants are: [N+:1]([C:4]1[CH:18]=[CH:17][C:7]([CH2:8][N:9]2[CH2:13][CH2:12][CH2:11][CH:10]2[CH:14]([OH:16])[CH3:15])=[CH:6][CH:5]=1)([O-])=O.C.O.NN. Given the product [NH2:1][C:4]1[CH:5]=[CH:6][C:7]([CH2:8][N:9]2[CH2:13][CH2:12][CH2:11][CH:10]2[CH:14]([OH:16])[CH3:15])=[CH:17][CH:18]=1, predict the reactants needed to synthesize it. (5) Given the product [Br:29][CH2:30][C:31]([N:9]1[CH2:8][CH2:7][N:6]([C:10]([O:12][CH2:13][C:14]2[CH:19]=[CH:18][CH:17]=[CH:16][CH:15]=2)=[O:11])[CH2:5][C@H:4]1[CH2:3][OH:2])=[O:32], predict the reactants needed to synthesize it. The reactants are: Cl.[OH:2][CH2:3][C@H:4]1[NH:9][CH2:8][CH2:7][N:6]([C:10]([O:12][CH2:13][C:14]2[CH:19]=[CH:18][CH:17]=[CH:16][CH:15]=2)=[O:11])[CH2:5]1.CCN(C(C)C)C(C)C.[Br:29][CH2:30][C:31](Cl)=[O:32].O. (6) Given the product [Cl:8][C:3]1[C:2]([O:12][CH2:11][C:10]([F:14])([F:13])[F:9])=[CH:7][CH:6]=[CH:5][N:4]=1, predict the reactants needed to synthesize it. The reactants are: N[C:2]1[C:3]([Cl:8])=[N:4][CH:5]=[CH:6][CH:7]=1.[F:9][C:10]([F:14])([F:13])[CH2:11][OH:12].CS(O)(=O)=O.N(OC(C)(C)C)=O.C(=O)(O)[O-].[Na+]. (7) Given the product [NH2:1][C:2]1[N:3]([CH2:19][CH3:20])[C:4]2[C:9]([C:10](=[O:17])[C:11]=1[C:12]1[NH:13][CH:14]=[CH:15][N:16]=1)=[CH:8][CH:7]=[C:6]([C:24]#[C:23][C@:22]([OH:21])([CH3:28])[CH2:25][O:26][CH3:27])[CH:5]=2, predict the reactants needed to synthesize it. The reactants are: [NH2:1][C:2]1[N:3]([CH2:19][CH3:20])[C:4]2[C:9]([C:10](=[O:17])[C:11]=1[C:12]1[NH:13][CH:14]=[CH:15][N:16]=1)=[CH:8][CH:7]=[C:6](I)[CH:5]=2.[OH:21][C@@:22]([CH3:28])([CH2:25][O:26][CH3:27])[C:23]#[CH:24].